From a dataset of Retrosynthesis with 50K atom-mapped reactions and 10 reaction types from USPTO. Predict the reactants needed to synthesize the given product. (1) Given the product CCS(=O)(=O)c1cnc(N2CCN(C(=O)c3cc(S(C)(=O)=O)ccc3OCC(C)(C)C)CC2)s1, predict the reactants needed to synthesize it. The reactants are: CC(C)(C)COc1ccc(S(C)(=O)=O)cc1C(=O)O.CCS(=O)(=O)c1cnc(N2CCNCC2)s1. (2) Given the product O=c1[nH]c2ncc(-c3cn(S(=O)(=O)c4ccccc4)c4cc(F)ccc34)cc2o1, predict the reactants needed to synthesize it. The reactants are: CC1(C)OB(c2cnc3[nH]c(=O)oc3c2)OC1(C)C.O=S(=O)(c1ccccc1)n1cc(I)c2ccc(F)cc21. (3) Given the product CCOC(=O)N1CCC(Nc2cccnc2Cl)CC1, predict the reactants needed to synthesize it. The reactants are: CCOC(=O)N1CCC(=O)CC1.Nc1cccnc1Cl.